Dataset: Full USPTO retrosynthesis dataset with 1.9M reactions from patents (1976-2016). Task: Predict the reactants needed to synthesize the given product. (1) The reactants are: [CH3:1][O:2][C:3]([C:5]1[C:6]([CH:13]2[CH2:15][CH2:14]2)=[N:7][NH:8][C:9]=1[CH:10]1[CH2:12][CH2:11]1)=[O:4].[F:16][C:17]([F:26])([F:25])[C:18]1[CH:19]=[C:20](I)[CH:21]=[CH:22][CH:23]=1. Given the product [CH3:1][O:2][C:3]([C:5]1[C:6]([CH:13]2[CH2:15][CH2:14]2)=[N:7][N:8]([C:22]2[CH:21]=[CH:20][CH:19]=[C:18]([C:17]([F:26])([F:25])[F:16])[CH:23]=2)[C:9]=1[CH:10]1[CH2:12][CH2:11]1)=[O:4], predict the reactants needed to synthesize it. (2) Given the product [C:5]([O-:24])(=[O:23])[CH2:6][CH2:7][CH2:8][CH2:9][CH2:10][CH2:11][CH2:12]/[CH:13]=[CH:14]\[CH2:15][CH2:16][CH2:17][CH2:18][CH2:19][CH2:20][CH2:21][CH3:22].[C:5]([O-:24])(=[O:23])[CH2:6][CH2:7][CH2:8][CH2:9][CH2:10][CH2:11][CH2:12]/[CH:13]=[CH:14]\[CH2:15][CH2:16][CH2:17][CH2:18][CH2:19][CH2:20][CH2:21][CH3:22].[CH3:1][Sn+2:2][CH3:3], predict the reactants needed to synthesize it. The reactants are: [CH3:1][Sn:2](=O)[CH3:3].[C:5]([OH:24])(=[O:23])[CH2:6][CH2:7][CH2:8][CH2:9][CH2:10][CH2:11][CH2:12]/[CH:13]=[CH:14]\[CH2:15][CH2:16][CH2:17][CH2:18][CH2:19][CH2:20][CH2:21][CH3:22]. (3) Given the product [C:55]([OH:58])(=[O:57])[CH3:56].[F:53][C:50]1[CH:51]=[CH:52][C:47]([C:43]2([CH:24]3[C:25]4[C:30](=[CH:29][CH:28]=[C:27]([O:33][CH2:34][CH2:35][NH:36][S:37]([CH2:40][CH2:41][CH3:42])(=[O:39])=[O:38])[CH:26]=4)[CH2:31][CH2:32][N:23]3[C:11](=[NH:10])[NH2:12])[CH2:46][CH2:45][CH2:44]2)=[CH:48][CH:49]=1, predict the reactants needed to synthesize it. The reactants are: C(OC(=O)[NH:10]/[C:11](/[N:23]1[CH2:32][CH2:31][C:30]2[C:25](=[CH:26][C:27]([O:33][CH2:34][CH2:35][NH:36][S:37]([CH2:40][CH2:41][CH3:42])(=[O:39])=[O:38])=[CH:28][CH:29]=2)[CH:24]1[C:43]1([C:47]2[CH:52]=[CH:51][C:50]([F:53])=[CH:49][CH:48]=2)[CH2:46][CH2:45][CH2:44]1)=[N:12]\C(=O)OCC1C=CC=CC=1)C1C=CC=CC=1.[C:55]([OH:58])(=[O:57])[CH3:56].[H][H]. (4) The reactants are: [F:1][C:2]([F:36])([F:35])[C:3]1[CH:4]=[C:5]([C@H:13]([N:15]([CH3:34])[C:16]([N:18]2[CH2:23][CH2:22][C@@H:21]3[CH2:24][NH:25][CH2:26][C@H:20]3[C@@H:19]2[C:27]2[CH:32]=[CH:31][CH:30]=[CH:29][C:28]=2[CH3:33])=[O:17])[CH3:14])[CH:6]=[C:7]([C:9]([F:12])([F:11])[F:10])[CH:8]=1.[NH2:37][C:38]([N:40]1[CH2:45][CH2:44][CH:43]([C:46](O)=[O:47])[CH2:42][CH2:41]1)=[O:39]. Given the product [NH2:37][C:38]([N:40]1[CH2:45][CH2:44][CH:43]([C:46]([N:25]2[CH2:24][C@@H:21]3[C@H:20]([C@H:19]([C:27]4[CH:32]=[CH:31][CH:30]=[CH:29][C:28]=4[CH3:33])[N:18]([C:16]([N:15]([C@@H:13]([C:5]4[CH:6]=[C:7]([C:9]([F:11])([F:10])[F:12])[CH:8]=[C:3]([C:2]([F:1])([F:35])[F:36])[CH:4]=4)[CH3:14])[CH3:34])=[O:17])[CH2:23][CH2:22]3)[CH2:26]2)=[O:47])[CH2:42][CH2:41]1)=[O:39], predict the reactants needed to synthesize it. (5) Given the product [CH2:5]([O:4][C:2](=[O:3])[NH:8][C:9]1[N:14]=[N:13][C:12]([N:15]2[CH2:16][CH2:17][N:18]([C:21](=[O:22])[C:23]3[CH:28]=[CH:27][CH:26]=[CH:25][C:24]=3[C:29]([F:32])([F:31])[F:30])[CH2:19][CH2:20]2)=[CH:11][CH:10]=1)[CH2:6][CH3:7], predict the reactants needed to synthesize it. The reactants are: Cl[C:2]([O:4][CH2:5][CH2:6][CH3:7])=[O:3].[NH2:8][C:9]1[N:14]=[N:13][C:12]([N:15]2[CH2:20][CH2:19][N:18]([C:21]([C:23]3[CH:28]=[CH:27][CH:26]=[CH:25][C:24]=3[C:29]([F:32])([F:31])[F:30])=[O:22])[CH2:17][CH2:16]2)=[CH:11][CH:10]=1. (6) The reactants are: [CH:1]([N:3]1[CH2:8][CH2:7][CH:6]([C:9]2[CH:14]=[CH:13][C:12]([NH:15][C:16]3[N:21]=[CH:20][N:19]=[C:18]([C:22]4[CH:23]=[CH:24][CH:25]=[C:26]([CH:29]=4)[C:27]#[N:28])[N:17]=3)=[CH:11][C:10]=2[CH3:30])[CH2:5][CH2:4]1)=[O:2].[CH3:31][O:32][CH2:33][C:34]([OH:36])=O.C([N:40]([CH2:44][CH3:45])[CH:41]([CH3:43])C)(C)C.CN([C:49]([O:53]N1N=NC2C=CC=NC1=2)=[N+](C)C)C.[F:63][P-](F)(F)(F)(F)F. Given the product [F:63][C@H:45]1[C@@H:49]([O:53][C:25]2[CH:24]=[CH:23][C:22]([C:18]3[N:17]=[C:16]([NH:15][C:12]4[CH:13]=[CH:14][C:9]([CH:6]5[CH2:7][CH2:8][N:3]([CH:1]=[O:2])[CH2:4][CH2:5]5)=[C:10]([CH3:30])[CH:11]=4)[N:21]=[CH:20][N:19]=3)=[CH:29][C:26]=2[C:27]#[N:28])[CH2:43][CH2:41][N:40]([C:34](=[O:36])[CH2:33][O:32][CH3:31])[CH2:44]1, predict the reactants needed to synthesize it. (7) Given the product [Br:1][C:2]1[CH:3]=[C:4]([CH2:8][N:9]2[CH2:14][CH2:13][N:12]([C:17]([O:19][CH2:20][C:21]3[CH:26]=[CH:25][CH:24]=[CH:23][CH:22]=3)=[O:18])[C@@H:11]([CH3:15])[CH2:10]2)[CH:5]=[CH:6][CH:7]=1, predict the reactants needed to synthesize it. The reactants are: [Br:1][C:2]1[CH:3]=[C:4]([CH2:8][N:9]2[CH2:14][CH2:13][NH:12][C@@H:11]([CH3:15])[CH2:10]2)[CH:5]=[CH:6][CH:7]=1.Cl[C:17]([O:19][CH2:20][C:21]1[CH:26]=[CH:25][CH:24]=[CH:23][CH:22]=1)=[O:18].C(OCC)(=O)C.C([O-])(O)=O.[Na+]. (8) Given the product [C:1]([C:3]1[C:4]([S:9][C:26]2[CH:25]=[CH:24][C:20]3[N:21]=[CH:22][N:23]=[C:18]([NH:10][C:11]4[CH:15]=[CH:14][N:13]([CH3:16])[N:12]=4)[C:19]=3[N:27]=2)=[N:5][CH:6]=[CH:7][CH:8]=1)#[N:2], predict the reactants needed to synthesize it. The reactants are: [C:1]([C:3]1[C:4]([SH:9])=[N:5][CH:6]=[CH:7][CH:8]=1)#[N:2].[NH2:10][C:11]1[CH:15]=[CH:14][N:13]([CH3:16])[N:12]=1.Cl[C:18]1[C:19]2[N:27]=[C:26](Cl)[CH:25]=[CH:24][C:20]=2[N:21]=[CH:22][N:23]=1. (9) Given the product [CH3:1][N:2]([CH2:4][C:5]1[N:17]([CH3:16])[C:18]([SH:19])=[N:8][N:7]=1)[CH3:3], predict the reactants needed to synthesize it. The reactants are: [CH3:1][N:2]([CH2:4][C:5]([NH:7][NH2:8])=O)[CH3:3].Cl.C([O-])([O-])=O.[Cs+].[Cs+].[CH3:16][N:17]=[C:18]=[S:19]. (10) The reactants are: [CH3:1][N:2]([CH3:15])[C:3]1[CH:8]=[CH:7][C:6]([CH:9]([OH:14])[C@H:10]([CH3:13])[C:11]#[CH:12])=[CH:5][CH:4]=1.[C:16](O)(C(F)(F)F)=O. Given the product [CH3:16][O:14][CH:9]([C:6]1[CH:7]=[CH:8][C:3]([N:2]([CH3:1])[CH3:15])=[CH:4][CH:5]=1)[C@H:10]([CH3:13])[C:11]#[CH:12], predict the reactants needed to synthesize it.